From a dataset of Forward reaction prediction with 1.9M reactions from USPTO patents (1976-2016). Predict the product of the given reaction. (1) Given the reactants [Cl:1][C:2]1[CH:7]=[C:6]([F:8])[C:5]([N:9]2[C:13](=[O:14])[CH:12]3[CH2:15][CH2:16][CH:17]=[CH:18][CH:11]3[C:10]2=[O:19])=[CH:4][C:3]=1[OH:20].[N+:21]([O-])([OH:23])=[O:22], predict the reaction product. The product is: [Cl:1][C:2]1[C:3]([OH:20])=[C:4]([N+:21]([O-:23])=[O:22])[C:5]([N:9]2[C:10](=[O:19])[CH:11]3[CH2:18][CH2:17][CH:16]=[CH:15][CH:12]3[C:13]2=[O:14])=[C:6]([F:8])[CH:7]=1. (2) Given the reactants [C:1]([C:4]1[CH:5]=[C:6]([C:10]([CH3:31])([CH3:30])[CH2:11][C:12]([OH:29])([C:25]([F:28])([F:27])[F:26])[CH2:13][N:14]2[C:23]3[C:18](=[CH:19][CH:20]=[CH:21][CH:22]=3)[C:17](=[O:24])[CH:16]=[CH:15]2)[CH:7]=[CH:8][CH:9]=1)(=O)[CH3:2].C(=O)([O-])[O-].[K+].[K+].Cl.[CH3:39][O:40][NH2:41], predict the reaction product. The product is: [OH:29][C:12]([C:25]([F:26])([F:27])[F:28])([CH2:11][C:10]([C:6]1[CH:7]=[CH:8][CH:9]=[C:4]([C:1](=[N:41][O:40][CH3:39])[CH3:2])[CH:5]=1)([CH3:30])[CH3:31])[CH2:13][N:14]1[C:23]2[C:18](=[CH:19][CH:20]=[CH:21][CH:22]=2)[C:17](=[O:24])[CH:16]=[CH:15]1. (3) Given the reactants C(C1[CH:7]=[C:6]([Cl:8])[O:5][N:4]=1)C.[OH-:9].[Li+].[O:11]1[CH2:16][CH2:15]OCC1, predict the reaction product. The product is: [Cl:8][C:6]1[O:5][N:4]=[C:15]([C:16]([OH:11])=[O:9])[CH:7]=1. (4) Given the reactants [NH2:1][C:2]1[C:3]2[NH:10][CH:9]=[C:8]([C@@H:11]3[N:15](C(OC(C)(C)C)=O)[C@H:14]([CH2:23][O:24][C:25](=[O:38])[CH:26]([NH:30]C(OC(C)(C)C)=O)[CH:27]([CH3:29])[CH3:28])[C@H:13]4[O:39]C(C)(C)[O:41][C@@H:12]34)[C:4]=2[N:5]=[CH:6][N:7]=1.[S:44](=[O:48])(=[O:47])([OH:46])[OH:45], predict the reaction product. The product is: [S:44]([OH:48])([OH:47])(=[O:46])=[O:45].[NH2:30][CH:26]([CH:27]([CH3:29])[CH3:28])[C:25]([O:24][CH2:23][C@@H:14]1[C@@H:13]([OH:39])[C@@H:12]([OH:41])[C@H:11]([C:8]2[C:4]3[N:5]=[CH:6][N:7]=[C:2]([NH2:1])[C:3]=3[NH:10][CH:9]=2)[NH:15]1)=[O:38]. (5) Given the reactants [H-].[Na+].[CH2:3]([O:5][C:6](=[O:11])[CH2:7][C:8]([CH3:10])=[O:9])[CH3:4].[Li]CCCC.[CH2:17](Br)/[CH:18]=[C:19](/[CH2:21][CH2:22][CH:23]=[C:24]([CH3:26])[CH3:25])\[CH3:20], predict the reaction product. The product is: [CH3:20]/[C:19](/[CH2:21][CH2:22][CH:23]=[C:24]([CH3:26])[CH3:25])=[CH:18]\[CH2:17][CH2:10][C:8](=[O:9])[CH2:7][C:6]([O:5][CH2:3][CH3:4])=[O:11]. (6) Given the reactants [NH2:1][C:2]1[CH:3]=[N:4][N:5]([CH:22]2[CH2:24][CH2:23]2)[C:6]=1[N:7]1[CH2:13][CH2:12][CH:11]([F:14])[CH:10]([NH:15]C(=O)C(F)(F)F)[CH2:9][CH2:8]1.C(OC([NH:32][C:33]1[S:37][C:36]([C:38]2[CH:43]=[C:42]([CH3:44])[CH:41]=[CH:40][C:39]=2[F:45])=[N:35][C:34]=1[C:46](O)=[O:47])=O)(C)(C)C, predict the reaction product. The product is: [NH2:32][C:33]1[S:37][C:36]([C:38]2[CH:43]=[C:42]([CH3:44])[CH:41]=[CH:40][C:39]=2[F:45])=[N:35][C:34]=1[C:46]([NH:1][C:2]1[CH:3]=[N:4][N:5]([CH:22]2[CH2:23][CH2:24]2)[C:6]=1[N:7]1[CH2:13][CH2:12][C@H:11]([F:14])[C@@H:10]([NH2:15])[CH2:9][CH2:8]1)=[O:47]. (7) The product is: [CH3:26][C:24]1([CH3:25])[CH2:23][CH2:22][C:9]2([CH2:10][CH2:11][NH:12][CH2:13][CH2:14]2)[O:27]1. Given the reactants FC(F)(F)C(O)=O.O[C:9]1([CH2:22][CH2:23][C:24]([OH:27])([CH3:26])[CH3:25])[CH2:14][CH2:13][N:12](C(OC(C)(C)C)=O)[CH2:11][CH2:10]1, predict the reaction product.